Dataset: Full USPTO retrosynthesis dataset with 1.9M reactions from patents (1976-2016). Task: Predict the reactants needed to synthesize the given product. Given the product [C:20]1([C:33]2[CH:38]=[CH:37][CH:36]=[CH:35][CH:34]=2)[CH:21]=[CH:22][C:23]([NH:26][C:27](=[O:32])[CH2:28][C:29]([N:66]2[CH2:67][CH2:68][N:63]([C:61](=[O:62])[C:55]3[CH:56]=[C:57]([F:60])[CH:58]=[CH:59][C:54]=3[C:53]([F:70])([F:69])[F:52])[CH2:64][CH2:65]2)=[O:31])=[CH:24][CH:25]=1, predict the reactants needed to synthesize it. The reactants are: C1C=CC2N(O)N=NC=2C=1.CCN(C(C)C)C(C)C.[C:20]1([C:33]2[CH:38]=[CH:37][CH:36]=[CH:35][CH:34]=2)[CH:25]=[CH:24][C:23]([NH:26][C:27](=[O:32])[CH2:28][C:29]([OH:31])=O)=[CH:22][CH:21]=1.CCN=C=NCCCN(C)C.Cl.Cl.[F:52][C:53]([F:70])([F:69])[C:54]1[CH:59]=[CH:58][C:57]([F:60])=[CH:56][C:55]=1[C:61]([N:63]1[CH2:68][CH2:67][NH:66][CH2:65][CH2:64]1)=[O:62].